Dataset: Reaction yield outcomes from USPTO patents with 853,638 reactions. Task: Predict the reaction yield, written as a fraction of the theoretical maximum amount of product (1.0 means a 100% yield; for example, 0.34 means a 34% yield). (1) The reactants are [NH2:1][C:2]1[C:3]([C:9]([NH2:11])=[O:10])=[N:4][C:5](Cl)=[CH:6][CH:7]=1.[F:12][C:13]1[CH:14]=[C:15](B(O)O)[CH:16]=[CH:17][CH:18]=1.NC1C(C(N)=O)=NC(C2C=CC(F)=CC=2)=CC=1. No catalyst specified. The product is [NH2:1][C:2]1[C:3]([C:9]([NH2:11])=[O:10])=[N:4][C:5]([C:17]2[CH:16]=[CH:15][CH:14]=[C:13]([F:12])[CH:18]=2)=[CH:6][CH:7]=1. The yield is 0.920. (2) The reactants are [CH3:1][C@@:2]12[C:18](=[O:19])[CH2:17][CH2:16][C@H:15]1[C@H:14]1[C@@H:5]([C:6]3[CH:7]=[CH:8][C:9]([OH:20])=[CH:10][C:11]=3[CH2:12][CH2:13]1)[CH2:4][CH2:3]2.[C:21]12(O)[CH2:30][CH:25]3[CH2:26][CH:27]([CH2:29][CH:23]([CH2:24]3)[CH2:22]1)[CH2:28]2.B(F)(F)F.CCOCC. The catalyst is CCCCC. The product is [C:21]12([C:8]3[C:9]([OH:20])=[CH:10][C:11]4[CH2:12][CH2:13][C@@H:14]5[C@@H:5]([C:6]=4[CH:7]=3)[CH2:4][CH2:3][C@@:2]3([CH3:1])[C@H:15]5[CH2:16][CH2:17][C:18]3=[O:19])[CH2:30][CH:25]3[CH2:26][CH:27]([CH2:29][CH:23]([CH2:24]3)[CH2:22]1)[CH2:28]2. The yield is 0.767. (3) The reactants are [NH2:1][CH:2]1[CH2:7][CH2:6][CH:5]([NH:8][C:9]2[N:17]=[C:16]3[C:12]([N:13]=[CH:14][N:15]3[CH:18]3[CH2:22][CH2:21][CH2:20][CH2:19]3)=[C:11]([NH:23][CH2:24][C:25]3[CH:26]=[N:27][C:28](Br)=[CH:29][CH:30]=3)[N:10]=2)[CH2:4][CH2:3]1.Cl.[NH2:33][C:34]1[CH:39]=[CH:38][CH:37]=[CH:36][C:35]=1B(O)O.C1(P(C2C=CC=CC=2)C2C=CC=CC=2)C=CC=CC=1.C(=O)([O-])[O-].[Na+].[Na+]. The catalyst is COCCOC.O.C1C=CC(/C=C/C(/C=C/C2C=CC=CC=2)=O)=CC=1.C1C=CC(/C=C/C(/C=C/C2C=CC=CC=2)=O)=CC=1.[Pd]. The product is [NH2:1][CH:2]1[CH2:7][CH2:6][CH:5]([NH:8][C:9]2[N:17]=[C:16]3[C:12]([N:13]=[CH:14][N:15]3[CH:18]3[CH2:22][CH2:21][CH2:20][CH2:19]3)=[C:11]([NH:23][CH2:24][C:25]3[CH:26]=[N:27][C:28]([C:35]4[CH:36]=[CH:37][CH:38]=[CH:39][C:34]=4[NH2:33])=[CH:29][CH:30]=3)[N:10]=2)[CH2:4][CH2:3]1. The yield is 0.560. (4) The reactants are [Cl:1][C:2]1[CH:7]=[C:6]([Cl:8])[CH:5]=[CH:4][C:3]=1[C:9]1[N:10]=[C:11](/[CH:18]=[CH:19]/[C:20]2[CH:25]=[CH:24][C:23]([O:26][CH3:27])=[CH:22][CH:21]=2)[N:12]([CH2:14][C:15]([OH:17])=O)[CH:13]=1.[C:28]([C:32]1[CH:39]=[CH:38][C:35]([CH2:36][NH2:37])=[CH:34][CH:33]=1)([CH3:31])([CH3:30])[CH3:29]. No catalyst specified. The product is [C:28]([C:32]1[CH:33]=[CH:34][C:35]([CH2:36][NH:37][C:15](=[O:17])[CH2:14][N:12]2[CH:13]=[C:9]([C:3]3[CH:4]=[CH:5][C:6]([Cl:8])=[CH:7][C:2]=3[Cl:1])[N:10]=[C:11]2/[CH:18]=[CH:19]/[C:20]2[CH:25]=[CH:24][C:23]([O:26][CH3:27])=[CH:22][CH:21]=2)=[CH:38][CH:39]=1)([CH3:31])([CH3:29])[CH3:30]. The yield is 0.830. (5) The reactants are C(Cl)(=O)C(Cl)=O.[Br:7][C:8]1[CH:13]=[CH:12][C:11]([CH2:14][CH2:15][C:16]([CH3:24])([S:20]([CH3:23])(=[O:22])=[O:21])[C:17](O)=[O:18])=[CH:10][CH:9]=1.CN(C=O)C.[Si]([O:34][NH2:35])(C)(C)C. The catalyst is C(Cl)Cl. The product is [Br:7][C:8]1[CH:13]=[CH:12][C:11]([CH2:14][CH2:15][C:16]([CH3:24])([S:20]([CH3:23])(=[O:22])=[O:21])[C:17]([NH:35][OH:34])=[O:18])=[CH:10][CH:9]=1. The yield is 0.968. (6) The reactants are [CH2:1]([C:3]1[N:4]([C:28]2[CH:33]=[CH:32][C:31]([OH:34])=[CH:30][CH:29]=2)[C:5](=[O:27])[C:6]([CH2:12][C:13]2[CH:18]=[CH:17][C:16]([C:19]3[C:20]([C:25]#[N:26])=[CH:21][CH:22]=[CH:23][CH:24]=3)=[CH:15][CH:14]=2)=[C:7]([CH2:9][CH2:10][CH3:11])[N:8]=1)[CH3:2].[CH:35]12[O:40][CH:39]1[CH2:38][CH2:37][CH2:36]2.C(=O)([O-])[O-].[Cs+].[Cs+]. The catalyst is CN(C)C(=O)C. The product is [CH2:1]([C:3]1[N:4]([C:28]2[CH:33]=[CH:32][C:31]([O:34][CH:38]3[CH2:37][CH2:36][CH2:35][C@H:39]3[OH:40])=[CH:30][CH:29]=2)[C:5](=[O:27])[C:6]([CH2:12][C:13]2[CH:18]=[CH:17][C:16]([C:19]3[C:20]([C:25]#[N:26])=[CH:21][CH:22]=[CH:23][CH:24]=3)=[CH:15][CH:14]=2)=[C:7]([CH2:9][CH2:10][CH3:11])[N:8]=1)[CH3:2]. The yield is 0.500.